From a dataset of TCR-epitope binding with 47,182 pairs between 192 epitopes and 23,139 TCRs. Binary Classification. Given a T-cell receptor sequence (or CDR3 region) and an epitope sequence, predict whether binding occurs between them. (1) The epitope is KMQRMLLEK. The TCR CDR3 sequence is CATSSRAADEAFF. Result: 0 (the TCR does not bind to the epitope). (2) The epitope is SEETGTLIV. The TCR CDR3 sequence is CASRDPLGGSTGELFF. Result: 0 (the TCR does not bind to the epitope). (3) The epitope is ALSKGVHFV. The TCR CDR3 sequence is CASSQARGGGAYDTDTQYF. Result: 1 (the TCR binds to the epitope). (4) The epitope is ITEEVGHTDLMAAY. The TCR CDR3 sequence is CASSYSVGTGDETQYF. Result: 0 (the TCR does not bind to the epitope). (5) The epitope is FLPRVFSAV. The TCR CDR3 sequence is CASSLVGITNEKLFF. Result: 1 (the TCR binds to the epitope).